This data is from Reaction yield outcomes from USPTO patents with 853,638 reactions. The task is: Predict the reaction yield, written as a fraction of the theoretical maximum amount of product (1.0 means a 100% yield; for example, 0.34 means a 34% yield). (1) The reactants are C([O:5][C:6](=[O:32])[C@@H:7]([O:9][C:10]1[N:31]=[CH:30][C:13]2[C:14]3[N:18]([CH2:19][CH2:20][O:21][C:12]=2[CH:11]=1)[CH:17]=[C:16]([C:22]1[N:23]([CH:27]([CH3:29])[CH3:28])[N:24]=[CH:25][N:26]=1)[N:15]=3)[CH3:8])(C)(C)C. The catalyst is Cl.O1CCOCC1. The product is [CH:27]([N:23]1[C:22]([C:16]2[N:15]=[C:14]3[N:18]([CH2:19][CH2:20][O:21][C:12]4[CH:11]=[C:10]([O:9][C@@H:7]([CH3:8])[C:6]([OH:32])=[O:5])[N:31]=[CH:30][C:13]=43)[CH:17]=2)=[N:26][CH:25]=[N:24]1)([CH3:29])[CH3:28]. The yield is 0.660. (2) The reactants are [C:1]([O:5][C:6]([N:8]1[CH2:18][CH:17]2[CH2:19][CH:10]([C:11]3[CH:12]=[C:13]([N+:25]([O-])=O)[C:14]([NH:20][CH2:21][CH2:22][CH2:23][CH3:24])=[CH:15][C:16]=32)[CH2:9]1)=[O:7])([CH3:4])([CH3:3])[CH3:2].C([O-])=O.[NH4+]. The catalyst is CO.[OH-].[OH-].[Pd+2]. The product is [C:1]([O:5][C:6]([N:8]1[CH2:18][CH:17]2[CH2:19][CH:10]([C:11]3[CH:12]=[C:13]([NH2:25])[C:14]([NH:20][CH2:21][CH2:22][CH2:23][CH3:24])=[CH:15][C:16]=32)[CH2:9]1)=[O:7])([CH3:4])([CH3:3])[CH3:2]. The yield is 1.00. (3) The reactants are [S:1]1[CH:5]=[CH:4][N:3]=[C:2]1[C:6]1(O)[CH2:15][CH2:14][C:9]2([O:13][CH2:12][CH2:11][O:10]2)[CH2:8][CH2:7]1.S(Cl)(Cl)=O.O.CCOC(C)=O. The catalyst is N1C=CC=CC=1. The product is [O:10]1[C:9]2([CH2:14][CH2:15][C:6]([C:2]3[S:1][CH:5]=[CH:4][N:3]=3)=[CH:7][CH2:8]2)[O:13][CH2:12][CH2:11]1. The yield is 0.360. (4) The reactants are Br[C:2]1[N:7]=[C:6]([CH:8]=[O:9])[CH:5]=[CH:4][CH:3]=1.[F:10][C:11]([F:26])([F:25])[C:12]1[CH:13]=[C:14](B(O)O)[CH:15]=[C:16]([C:18]([F:21])([F:20])[F:19])[CH:17]=1.C(=O)([O-])[O-].[Cs+].[Cs+]. The catalyst is O1CCOCC1. The product is [F:10][C:11]([F:25])([F:26])[C:12]1[CH:13]=[C:14]([C:2]2[N:7]=[C:6]([CH:8]=[O:9])[CH:5]=[CH:4][CH:3]=2)[CH:15]=[C:16]([C:18]([F:19])([F:20])[F:21])[CH:17]=1. The yield is 0.790.